Dataset: Reaction yield outcomes from USPTO patents with 853,638 reactions. Task: Predict the reaction yield, written as a fraction of the theoretical maximum amount of product (1.0 means a 100% yield; for example, 0.34 means a 34% yield). (1) The reactants are [F:1][C:2]1[CH:7]=[C:6]([B:8]2[O:12][C:11]([CH3:14])([CH3:13])[C:10]([CH3:16])([CH3:15])[O:9]2)[CH:5]=[C:4]([F:17])[C:3]=1[OH:18].Br[CH2:20][CH2:21][CH2:22][CH2:23][CH2:24][C:25]([O:27][CH2:28][CH3:29])=[O:26].C([O-])([O-])=O.[Cs+].[Cs+]. The catalyst is CC#N. The product is [F:17][C:4]1[CH:5]=[C:6]([B:8]2[O:12][C:11]([CH3:13])([CH3:14])[C:10]([CH3:16])([CH3:15])[O:9]2)[CH:7]=[C:2]([F:1])[C:3]=1[O:18][CH2:20][CH2:21][CH2:22][CH2:23][CH2:24][C:25]([O:27][CH2:28][CH3:29])=[O:26]. The yield is 0.800. (2) The reactants are [OH-].[Na+].[CH3:3][C:4]([O:7][C:8](O[C:8]([O:7][C:4]([CH3:6])([CH3:5])[CH3:3])=[O:9])=[O:9])([CH3:6])[CH3:5].[Br:18][C:19]1[CH:24]=[CH:23][C:22]([C@@H:25]2[CH2:27][C@H:26]2[NH:28][CH2:29][CH:30]2[CH2:35][CH2:34][N:33]([C:36]([O:38][C:39]([CH3:42])([CH3:41])[CH3:40])=[O:37])[CH2:32][CH2:31]2)=[CH:21][CH:20]=1.O. The catalyst is O1CCOCC1. The product is [Br:18][C:19]1[CH:20]=[CH:21][C:22]([C@@H:25]2[CH2:27][C@H:26]2[N:28]([CH2:29][CH:30]2[CH2:35][CH2:34][N:33]([C:36]([O:38][C:39]([CH3:42])([CH3:41])[CH3:40])=[O:37])[CH2:32][CH2:31]2)[C:8]([O:7][C:4]([CH3:6])([CH3:5])[CH3:3])=[O:9])=[CH:23][CH:24]=1. The yield is 0.765. (3) The reactants are [Cl:1][C:2]1[CH:3]=[C:4]2[C:9](=[CH:10][CH:11]=1)[NH:8][CH:7]([C:12]([F:15])([F:14])[F:13])[C:6]([C:16]([O:18]CC)=[O:17])=[CH:5]2.[OH-].[Na+].CO.O. The catalyst is O1CCCC1. The product is [Cl:1][C:2]1[CH:3]=[C:4]2[C:9](=[CH:10][CH:11]=1)[NH:8][CH:7]([C:12]([F:15])([F:13])[F:14])[C:6]([C:16]([OH:18])=[O:17])=[CH:5]2. The yield is 0.410. (4) The reactants are [F:1][C:2]1[CH:20]=[CH:19][C:5]([O:6][CH2:7][C:8]2[CH:13]=[CH:12][C:11]([CH2:14][CH2:15][N+:16]([O-:18])=O)=[CH:10][N:9]=2)=[CH:4][CH:3]=1.C[O-].[Li+].[C:24]([C:26]1[C:27]([NH2:32])=[N:28][CH:29]=[CH:30][CH:31]=1)#[CH:25].C(N(CC)CC)C. The catalyst is [Ti](Cl)(Cl)(Cl)Cl.O.O1CCCC1.C(OCC)(=O)C.CO. The product is [F:1][C:2]1[CH:3]=[CH:4][C:5]([O:6][CH2:7][C:8]2[N:9]=[CH:10][C:11]([CH2:14][C:15]3[CH:25]=[C:24]([C:26]4[C:27]([NH2:32])=[N:28][CH:29]=[CH:30][CH:31]=4)[O:18][N:16]=3)=[CH:12][CH:13]=2)=[CH:19][CH:20]=1. The yield is 0.254. (5) The reactants are [N:1]1[C:10]2[C@@H:9]([NH:11][CH2:12][CH2:13][CH2:14][CH2:15][N:16]3[C:24](=[O:25])[C:23]4[C:18](=[CH:19][CH:20]=[CH:21][CH:22]=4)[C:17]3=[O:26])[CH2:8][CH2:7][CH2:6][C:5]=2[CH:4]=[CH:3][CH:2]=1.Cl[CH2:28][C:29]1[N:33]([CH3:34])[C:32]2[CH:35]=[CH:36][CH:37]=[CH:38][C:31]=2[N:30]=1.CNC1C=CC=CC=1N.ClCC(O)=O.C(N(C(C)C)CC)(C)C.[I-].[K+]. The catalyst is C(#N)C. The product is [CH3:34][N:33]1[C:32]2[CH:35]=[CH:36][CH:37]=[CH:38][C:31]=2[N:30]=[C:29]1[CH2:28][N:11]([CH:9]1[C:10]2[N:1]=[CH:2][CH:3]=[CH:4][C:5]=2[CH2:6][CH2:7][CH2:8]1)[CH2:12][CH2:13][CH2:14][CH2:15][N:16]1[C:24](=[O:25])[C:23]2[C:18](=[CH:19][CH:20]=[CH:21][CH:22]=2)[C:17]1=[O:26]. The yield is 0.770.